This data is from Forward reaction prediction with 1.9M reactions from USPTO patents (1976-2016). The task is: Predict the product of the given reaction. (1) Given the reactants Br[C:2]1[S:6](=[O:8])(=[O:7])[C:5]2[CH:9]=[C:10]([O:13][CH3:14])[CH:11]=[CH:12][C:4]=2[C:3]=1[O:15][C:16]1[CH:30]=[CH:29][C:19]([O:20][CH2:21][CH2:22][N:23]2[CH2:28][CH2:27][CH2:26][CH2:25][CH2:24]2)=[CH:18][CH:17]=1.CO.[H][H], predict the reaction product. The product is: [CH3:14][O:13][C:10]1[CH:11]=[CH:12][C:4]2[C:3]([O:15][C:16]3[CH:30]=[CH:29][C:19]([O:20][CH2:21][CH2:22][N:23]4[CH2:24][CH2:25][CH2:26][CH2:27][CH2:28]4)=[CH:18][CH:17]=3)=[CH:2][S:6](=[O:7])(=[O:8])[C:5]=2[CH:9]=1. (2) Given the reactants [OH:1][C:2]1[CH:34]=[CH:33][C:5]2[C:6](=[O:32])/[C:7](=[CH:9]/[C:10]3[C:18]4[C:13](=[CH:14][CH:15]=[CH:16][CH:17]=4)[N:12]([S:19]([C:22]4[CH:27]=[CH:26][C:25]([C:28]([F:31])([F:30])[F:29])=[CH:24][CH:23]=4)(=[O:21])=[O:20])[CH:11]=3)/[O:8][C:4]=2[C:3]=1[CH2:35][N:36]1[CH2:41][CH2:40][N:39](C(OC(C)(C)C)=O)[CH2:38][CH2:37]1.FC(F)(F)C(O)=O.C(Cl)[Cl:57], predict the reaction product. The product is: [ClH:57].[ClH:57].[OH:1][C:2]1[CH:34]=[CH:33][C:5]2[C:6](=[O:32])/[C:7](=[CH:9]/[C:10]3[C:18]4[C:13](=[CH:14][CH:15]=[CH:16][CH:17]=4)[N:12]([S:19]([C:22]4[CH:27]=[CH:26][C:25]([C:28]([F:31])([F:29])[F:30])=[CH:24][CH:23]=4)(=[O:21])=[O:20])[CH:11]=3)/[O:8][C:4]=2[C:3]=1[CH2:35][N:36]1[CH2:41][CH2:40][NH:39][CH2:38][CH2:37]1.